From a dataset of Forward reaction prediction with 1.9M reactions from USPTO patents (1976-2016). Predict the product of the given reaction. (1) The product is: [CH3:18][O:17][C@@H:13]([CH2:12][C:9]1[CH:10]=[CH:11][C:6]([O:5][CH2:4][CH2:3][CH2:2][O:1][C:25]2[CH:24]=[CH:23][C:22]([O:21][C:20]([F:19])([F:29])[F:30])=[CH:27][CH:26]=2)=[CH:7][CH:8]=1)[C:14]([OH:16])=[O:15]. Given the reactants [OH:1][CH2:2][CH2:3][CH2:4][O:5][C:6]1[CH:11]=[CH:10][C:9]([CH2:12][C@H:13]([O:17][CH3:18])[C:14]([OH:16])=[O:15])=[CH:8][CH:7]=1.[F:19][C:20]([F:30])([F:29])[O:21][C:22]1[CH:27]=[CH:26][C:25](O)=[CH:24][CH:23]=1, predict the reaction product. (2) Given the reactants [Cl:1][C:2]1[CH:7]=[CH:6][C:5]([N:8]=[C:9]=[S:10])=[CH:4][C:3]=1[C:11]([F:14])([F:13])[F:12].[NH2:15][C:16]1[CH:32]=[CH:31][C:19]([O:20][C:21]2[CH:26]=[CH:25][N:24]=[C:23]3[NH:27][C:28](=[O:30])[NH:29][C:22]=23)=[CH:18][CH:17]=1, predict the reaction product. The product is: [O:30]=[C:28]1[NH:27][C:23]2=[N:24][CH:25]=[CH:26][C:21]([O:20][C:19]3[CH:31]=[CH:32][C:16]([NH:15][C:9]([NH:8][C:5]4[CH:6]=[CH:7][C:2]([Cl:1])=[C:3]([C:11]([F:14])([F:12])[F:13])[CH:4]=4)=[S:10])=[CH:17][CH:18]=3)=[C:22]2[NH:29]1. (3) Given the reactants [OH:1][CH2:2][C:3](=[CH2:17])[CH2:4][O:5][C:6]1[CH:13]=[CH:12][CH:11]=[C:10]([N+:14]([O-:16])=[O:15])[C:7]=1[C:8]#[N:9].N1C=CC=CC=1.[CH3:24][C:25](OC(C)=O)=[O:26], predict the reaction product. The product is: [C:25]([O:1][CH2:2][C:3]([CH2:4][O:5][C:6]1[CH:13]=[CH:12][CH:11]=[C:10]([N+:14]([O-:16])=[O:15])[C:7]=1[C:8]#[N:9])=[CH2:17])(=[O:26])[CH3:24]. (4) Given the reactants [CH2:1]([O:8][C:9]1[CH:10]=[C:11]([CH:20]=[CH:21][CH:22]=1)[CH:12]=[C:13]1[C:17](=[O:18])[O:16][C:15]([CH3:19])=[N:14]1)[C:2]1[CH:7]=[CH:6][CH:5]=[CH:4][CH:3]=1.C([O-])(=O)C.[Na+].[CH3:28][OH:29], predict the reaction product. The product is: [CH3:28][O:29][C:17](=[O:18])[C:13]([NH:14][C:15](=[O:16])[CH3:19])=[CH:12][C:11]1[CH:20]=[CH:21][CH:22]=[C:9]([O:8][CH2:1][C:2]2[CH:3]=[CH:4][CH:5]=[CH:6][CH:7]=2)[CH:10]=1. (5) Given the reactants [Cl-].[NH4+].C(O)C.[CH3:6][C:7]1[C:8]([N:14]2[CH2:19][CH2:18][N:17]([C:20]([C:22]3[CH:27]=[CH:26][C:25]([N:28]4[CH2:32][CH2:31][O:30][C:29]4=[O:33])=[CH:24][C:23]=3[N+:34]([O-])=O)=[O:21])[CH2:16][CH2:15]2)=[N:9][CH:10]=[C:11]([CH3:13])[CH:12]=1, predict the reaction product. The product is: [NH2:34][C:23]1[CH:24]=[C:25]([N:28]2[CH2:32][CH2:31][O:30][C:29]2=[O:33])[CH:26]=[CH:27][C:22]=1[C:20]([N:17]1[CH2:16][CH2:15][N:14]([C:8]2[C:7]([CH3:6])=[CH:12][C:11]([CH3:13])=[CH:10][N:9]=2)[CH2:19][CH2:18]1)=[O:21].